From a dataset of NCI-60 drug combinations with 297,098 pairs across 59 cell lines. Regression. Given two drug SMILES strings and cell line genomic features, predict the synergy score measuring deviation from expected non-interaction effect. (1) Drug 1: CC1=C2C(C(=O)C3(C(CC4C(C3C(C(C2(C)C)(CC1OC(=O)C(C(C5=CC=CC=C5)NC(=O)C6=CC=CC=C6)O)O)OC(=O)C7=CC=CC=C7)(CO4)OC(=O)C)O)C)OC(=O)C. Drug 2: CS(=O)(=O)OCCCCOS(=O)(=O)C. Cell line: HCC-2998. Synergy scores: CSS=49.1, Synergy_ZIP=-1.57, Synergy_Bliss=-3.35, Synergy_Loewe=-47.2, Synergy_HSA=-1.76. (2) Drug 2: C1CNP(=O)(OC1)N(CCCl)CCCl. Synergy scores: CSS=41.0, Synergy_ZIP=1.42, Synergy_Bliss=-2.71, Synergy_Loewe=-27.5, Synergy_HSA=-2.09. Cell line: MDA-MB-435. Drug 1: CN(CC1=CN=C2C(=N1)C(=NC(=N2)N)N)C3=CC=C(C=C3)C(=O)NC(CCC(=O)O)C(=O)O.